This data is from Catalyst prediction with 721,799 reactions and 888 catalyst types from USPTO. The task is: Predict which catalyst facilitates the given reaction. (1) Product: [O:1]=[S:2]1(=[O:23])[CH2:6][C:5]2[CH:7]=[C:8]([C:11]3[C:20]4[C:15](=[CH:16][CH:17]=[C:31]([C:32]([OH:27])=[O:24])[CH:19]=4)[CH:14]=[N:13][CH:12]=3)[CH:9]=[CH:10][C:4]=2[NH:3]1. Reactant: [O:1]=[S:2]1(=[O:23])[CH2:6][C:5]2[CH:7]=[C:8]([C:11]3[C:20]4[C:15](=[CH:16][CH:17]=C(C#N)[CH:19]=4)[CH:14]=[N:13][CH:12]=3)[CH:9]=[CH:10][C:4]=2[NH:3]1.[OH-:24].[Na+].Cl.[O:27]1[CH2:32][CH2:31]OCC1. The catalyst class is: 8. (2) Reactant: Br[C:2]1[CH:3]=[N:4][CH:5]=[C:6]([N:10]2[CH2:21][CH2:20][N:19]3[C:12](=[CH:13][C:14]4[CH2:15][C:16]([CH3:23])([CH3:22])[CH2:17][C:18]=43)[C:11]2=[O:24])[C:7]=1[CH:8]=[O:9].[CH3:25][N:26]1[CH:31]=[C:30](B2OC(C)(C)C(C)(C)O2)[CH:29]=[C:28]([NH:41][C:42]2[CH:51]=[C:45]3[CH2:46][N:47]([CH3:50])[CH2:48][CH2:49][N:44]3[N:43]=2)[C:27]1=[O:52].C([O-])(=O)C.[K+].[O-]P([O-])([O-])=O.[K+].[K+].[K+]. Product: [CH3:22][C:16]1([CH3:23])[CH2:15][C:14]2[CH:13]=[C:12]3[N:19]([CH2:20][CH2:21][N:10]([C:6]4[CH:5]=[N:4][CH:3]=[C:2]([C:30]5[CH:29]=[C:28]([NH:41][C:42]6[CH:51]=[C:45]7[CH2:46][N:47]([CH3:50])[CH2:48][CH2:49][N:44]7[N:43]=6)[C:27](=[O:52])[N:26]([CH3:25])[CH:31]=5)[C:7]=4[CH:8]=[O:9])[C:11]3=[O:24])[C:18]=2[CH2:17]1. The catalyst class is: 712. (3) Reactant: [H-].[Na+].[CH2:3]([OH:6])[CH2:4][OH:5].F[C:8]1[CH:17]=[C:16]2[C:11]([C:12]([OH:18])=[N:13][CH:14]=[N:15]2)=[CH:10][CH:9]=1. Product: [OH:5][CH2:4][CH2:3][O:6][C:8]1[CH:17]=[C:16]2[C:11]([C:12]([OH:18])=[N:13][CH:14]=[N:15]2)=[CH:10][CH:9]=1. The catalyst class is: 44. (4) Reactant: [OH:1][C:2]1[C:11]2[C:6](=[CH:7][CH:8]=[CH:9][CH:10]=2)[C:5]([NH:12][S:13]([C:16]2[S:17][CH:18]=[CH:19][CH:20]=2)(=[O:15])=[O:14])=[CH:4][CH:3]=1.[Br:21]Br. Product: [Br:21][C:3]1[CH:4]=[C:5]([NH:12][S:13]([C:16]2[S:17][CH:18]=[CH:19][CH:20]=2)(=[O:15])=[O:14])[C:6]2[C:11]([C:2]=1[OH:1])=[CH:10][CH:9]=[CH:8][CH:7]=2. The catalyst class is: 39. (5) The catalyst class is: 101. Reactant: [NH:1]1[CH2:4][CH:3]([O:5][C:6]2[C:11]([CH:12]3[CH2:17][CH2:16][O:15][CH2:14][CH2:13]3)=[CH:10][CH:9]=[CH:8][N:7]=2)[CH2:2]1.Cl[C:19]1[CH:28]=[CH:27][C:26]2[C:21](=[CH:22][CH:23]=[CH:24][CH:25]=2)[N:20]=1.C1(P(C2C=CC=CC=2)C2C=CC3C(=CC=CC=3)C=2C2C3C(=CC=CC=3)C=CC=2P(C2C=CC=CC=2)C2C=CC=CC=2)C=CC=CC=1.CC(C)([O-])C.[Na+]. Product: [O:15]1[CH2:16][CH2:17][CH:12]([C:11]2[C:6]([O:5][CH:3]3[CH2:2][N:1]([C:19]4[CH:28]=[CH:27][C:26]5[C:21](=[CH:22][CH:23]=[CH:24][CH:25]=5)[N:20]=4)[CH2:4]3)=[N:7][CH:8]=[CH:9][CH:10]=2)[CH2:13][CH2:14]1. (6) Reactant: [Br:1][C:2]1[CH:3]=[CH:4][C:5]([F:19])=[C:6]([C@:8]2([CH3:18])[C:14]([F:16])([F:15])[CH2:13][O:12][CH2:11][C:10]([NH2:17])=[N:9]2)[CH:7]=1.CCN(CC)CC.[CH3:27][O:28][C:29]1[CH:34]=[CH:33][C:32]([C:35](Cl)([C:42]2[CH:47]=[CH:46][C:45]([O:48][CH3:49])=[CH:44][CH:43]=2)[C:36]2[CH:41]=[CH:40][CH:39]=[CH:38][CH:37]=2)=[CH:31][CH:30]=1. Product: [CH3:49][O:48][C:45]1[CH:44]=[CH:43][C:42]([C:35]([C:32]2[CH:31]=[CH:30][C:29]([O:28][CH3:27])=[CH:34][CH:33]=2)([C:36]2[CH:41]=[CH:40][CH:39]=[CH:38][CH:37]=2)[NH:17][C:10]2[CH2:11][O:12][CH2:13][C:14]([F:16])([F:15])[C@:8]([C:6]3[CH:7]=[C:2]([Br:1])[CH:3]=[CH:4][C:5]=3[F:19])([CH3:18])[N:9]=2)=[CH:47][CH:46]=1. The catalyst class is: 4.